Task: Regression. Given two drug SMILES strings and cell line genomic features, predict the synergy score measuring deviation from expected non-interaction effect.. Dataset: NCI-60 drug combinations with 297,098 pairs across 59 cell lines Drug 1: CC1C(C(CC(O1)OC2CC(CC3=C2C(=C4C(=C3O)C(=O)C5=C(C4=O)C(=CC=C5)OC)O)(C(=O)C)O)N)O.Cl. Drug 2: C1=CC=C(C(=C1)C(C2=CC=C(C=C2)Cl)C(Cl)Cl)Cl. Cell line: SK-MEL-2. Synergy scores: CSS=14.2, Synergy_ZIP=2.67, Synergy_Bliss=6.63, Synergy_Loewe=-13.0, Synergy_HSA=4.13.